The task is: Predict the product of the given reaction.. This data is from Forward reaction prediction with 1.9M reactions from USPTO patents (1976-2016). (1) Given the reactants S(=O)(=O)(O)O.[Br:6][C:7]1[C:16]2[C:11](=[CH:12][C:13]([C:17]([OH:19])=[O:18])=[CH:14][CH:15]=2)[C:10](=[O:20])[NH:9][N:8]=1.[CH3:21][CH2:22]O, predict the reaction product. The product is: [CH2:21]([O:18][C:17]([C:13]1[CH:12]=[C:11]2[C:16](=[CH:15][CH:14]=1)[C:7]([Br:6])=[N:8][NH:9][C:10]2=[O:20])=[O:19])[CH3:22]. (2) Given the reactants [OH:1][C:2]1[C:9]([CH3:10])=[CH:8][C:5]([CH:6]=[O:7])=[CH:4][C:3]=1[CH3:11].C(=O)([O-])[O-].[Cs+].[Cs+].Br[CH2:19][CH2:20][O:21][Si:22]([C:25]([CH3:28])([CH3:27])[CH3:26])([CH3:24])[CH3:23].O, predict the reaction product. The product is: [C:25]([Si:22]([CH3:24])([CH3:23])[O:21][CH2:20][CH2:19][O:1][C:2]1[C:3]([CH3:11])=[CH:4][C:5]([CH:6]=[O:7])=[CH:8][C:9]=1[CH3:10])([CH3:28])([CH3:27])[CH3:26]. (3) The product is: [NH2:1][C:2]1[N:3]=[CH:4][C:5]([C:8]2[N:9]=[C:10]([N:27]3[CH2:32][CH2:31][O:30][CH2:29][CH2:28]3)[C:11]3[S:16][C:15]([C:17]4[CH:25]=[CH:24][C:20]([C:21]([N:33]5[CH2:38][CH2:37][O:36][CH2:35][CH2:34]5)=[O:22])=[CH:19][C:18]=4[CH3:26])=[CH:14][C:12]=3[N:13]=2)=[CH:6][N:7]=1. Given the reactants [NH2:1][C:2]1[N:7]=[CH:6][C:5]([C:8]2[N:9]=[C:10]([N:27]3[CH2:32][CH2:31][O:30][CH2:29][CH2:28]3)[C:11]3[S:16][C:15]([C:17]4[CH:25]=[CH:24][C:20]([C:21](O)=[O:22])=[CH:19][C:18]=4[CH3:26])=[CH:14][C:12]=3[N:13]=2)=[CH:4][N:3]=1.[NH:33]1[CH2:38][CH2:37][O:36][CH2:35][CH2:34]1, predict the reaction product. (4) The product is: [CH:72]1([C@H:67]([NH:66][C:29]([C:14]2[S:15][C:16]([C:18]3[CH:19]=[CH:20][C:21]([O:24][C:25]([F:28])([F:27])[F:26])=[CH:22][CH:23]=3)=[CH:17][C:13]=2[NH:12][C:10]([NH:9][C:3]2[C:4]([Cl:8])=[CH:5][CH:6]=[CH:7][C:2]=2[Cl:1])=[O:11])=[O:31])[C:68]([O:70][CH3:71])=[O:69])[CH2:77][CH2:76][CH2:75][CH2:74][CH2:73]1. Given the reactants [Cl:1][C:2]1[CH:7]=[CH:6][CH:5]=[C:4]([Cl:8])[C:3]=1[NH:9][C:10]([NH:12][C:13]1[CH:17]=[C:16]([C:18]2[CH:23]=[CH:22][C:21]([O:24][C:25]([F:28])([F:27])[F:26])=[CH:20][CH:19]=2)[S:15][C:14]=1[C:29]([OH:31])=O)=[O:11].CN(C(ON1N=NC2C=CC=NC1=2)=[N+](C)C)C.F[P-](F)(F)(F)(F)F.CCN(C(C)C)C(C)C.Cl.[NH2:66][C@@H:67]([CH:72]1[CH2:77][CH2:76][CH2:75][CH2:74][CH2:73]1)[C:68]([O:70][CH3:71])=[O:69], predict the reaction product. (5) The product is: [CH3:1][O:2][C:3]1[CH:14]=[C:13]([CH:12]=[C:5]([O:6][CH:7]2[CH2:11][CH2:10][O:9][CH2:8]2)[CH:4]=1)[NH2:15]. Given the reactants [CH3:1][O:2][C:3]1[CH:4]=[C:5]([CH:12]=[C:13]([N+:15]([O-])=O)[CH:14]=1)[O:6][CH:7]1[CH2:11][CH2:10][O:9][CH2:8]1, predict the reaction product. (6) Given the reactants [N:1]1([C:6]([O:8][C:9]2[CH:14]=[C:13]([F:15])[CH:12]=[CH:11][C:10]=2/[CH:16]=[C:17]2\[C:18](=[O:24])[N:19]=[C:20](SC)[S:21]\2)=[O:7])[CH2:5][CH2:4][CH2:3][CH2:2]1.N1CC[NH:28][C:27](=[O:31])[CH2:26]1.[CH2:32]([N:34](CC)CC)[CH3:33], predict the reaction product. The product is: [N:1]1([C:6]([O:8][C:9]2[CH:14]=[C:13]([F:15])[CH:12]=[CH:11][C:10]=2/[CH:16]=[C:17]2\[C:18](=[O:24])[N:19]=[C:20]([N:34]3[CH2:32][CH2:33][CH2:26][C:27](=[O:31])[NH:28]3)[S:21]\2)=[O:7])[CH2:5][CH2:4][CH2:3][CH2:2]1. (7) Given the reactants [H-].[Na+].[CH2:3]([C:5]1[CH:10]=[CH:9][CH:8]=[C:7]([CH2:11][CH3:12])[C:6]=1[C:13]1[N:18]=[CH:17][C:16]([CH:19]([OH:23])[CH2:20][CH2:21][CH3:22])=[C:15]([O:24][CH3:25])[CH:14]=1)[CH3:4].I[CH2:27][CH3:28].[NH4+].[Cl-], predict the reaction product. The product is: [CH2:3]([C:5]1[CH:10]=[CH:9][CH:8]=[C:7]([CH2:11][CH3:12])[C:6]=1[C:13]1[CH:14]=[C:15]([O:24][CH3:25])[C:16]([CH:19]([O:23][CH2:27][CH3:28])[CH2:20][CH2:21][CH3:22])=[CH:17][N:18]=1)[CH3:4].